This data is from Catalyst prediction with 721,799 reactions and 888 catalyst types from USPTO. The task is: Predict which catalyst facilitates the given reaction. (1) Reactant: CO[C:3]1[CH:4]=[C:5]([CH:15]=[C:16](OC)[CH:17]=1)[CH2:6][P:7](=[O:14])([O:11][CH2:12][CH3:13])[O:8][CH2:9][CH3:10].CSC1C=CC(CP(=O)(OCC)[O:28][CH2:29][CH3:30])=CC=1.FC1C=CC(CP(=O)(OCC)OCC)=CC=1.FC1C=CC(CP(=O)([O-])[O-])=CC=1.[N:65](C1C=CC(CP(=O)(OCC)OCC)=CC=1)=[N+]=[N-].NC1C=CC(CP(=O)(OCC)OCC)=CC=1.Cl.N([O-])=O.[Na+].[N-]=[N+]=[N-].[Na+]. Product: [C:29]([NH:65][C:17]1[CH:3]=[CH:4][C:5]([CH2:6][P:7](=[O:14])([O:8][CH2:9][CH3:10])[O:11][CH2:12][CH3:13])=[CH:15][CH:16]=1)(=[O:28])[CH3:30]. The catalyst class is: 47. (2) Reactant: S(Cl)([Cl:3])=O.[NH2:5][C:6]1[N:15]=[C:14]([C:16]([N:18]2[CH2:26][C:25]3[C:20](=[CH:21][CH:22]=[CH:23][CH:24]=3)[CH2:19]2)=[O:17])[C:13]2[C:8](=[CH:9][CH:10]=[C:11]([C:27]3[CH:32]=[C:31]([F:33])[CH:30]=[CH:29][C:28]=3[CH2:34]O)[CH:12]=2)[N:7]=1. Product: [NH2:5][C:6]1[N:15]=[C:14]([C:16]([N:18]2[CH2:26][C:25]3[C:20](=[CH:21][CH:22]=[CH:23][CH:24]=3)[CH2:19]2)=[O:17])[C:13]2[C:8](=[CH:9][CH:10]=[C:11]([C:27]3[CH:32]=[C:31]([F:33])[CH:30]=[CH:29][C:28]=3[CH2:34][Cl:3])[CH:12]=2)[N:7]=1. The catalyst class is: 4. (3) Reactant: [OH-].[Na+].[F:3][C:4]1[CH:5]=[C:6]([C:14]2[O:18][N:17]=[C:16]([C:19]3[CH:27]=[C:26]4[C:22]([C:23]([CH2:28][CH2:29][C:30]([O:32]CC)=[O:31])=[CH:24][NH:25]4)=[CH:21][CH:20]=3)[N:15]=2)[CH:7]=[N:8][C:9]=1[O:10][CH:11]([CH3:13])[CH3:12].Cl. Product: [F:3][C:4]1[CH:5]=[C:6]([C:14]2[O:18][N:17]=[C:16]([C:19]3[CH:27]=[C:26]4[C:22]([C:23]([CH2:28][CH2:29][C:30]([OH:32])=[O:31])=[CH:24][NH:25]4)=[CH:21][CH:20]=3)[N:15]=2)[CH:7]=[N:8][C:9]=1[O:10][CH:11]([CH3:13])[CH3:12]. The catalyst class is: 378. (4) Reactant: [C:1]([O:5][C:6]([N:8]1[CH2:11][CH:10]([CH2:12]OS(C)(=O)=O)[CH2:9]1)=[O:7])([CH3:4])([CH3:3])[CH3:2].[NH:18]1[CH2:23][CH2:22][CH2:21][CH2:20][CH2:19]1. Product: [C:1]([O:5][C:6]([N:8]1[CH2:11][CH:10]([CH2:12][N:18]2[CH2:23][CH2:22][CH2:21][CH2:20][CH2:19]2)[CH2:9]1)=[O:7])([CH3:4])([CH3:3])[CH3:2]. The catalyst class is: 11. (5) Reactant: C(OC([NH:8][CH:9]([C:14]([CH3:18])([CH3:17])[CH:15]=[CH2:16])[C:10]([O:12][CH3:13])=[O:11])=O)(C)(C)C.FC(F)(F)C(O)=O. Product: [NH2:8][CH:9]([C:14]([CH3:18])([CH3:17])[CH:15]=[CH2:16])[C:10]([O:12][CH3:13])=[O:11]. The catalyst class is: 4. (6) Reactant: [CH2:1]([C:3]1[CH:30]=[CH:29][C:6]([CH2:7][O:8][C@@H:9]2[CH2:18][CH2:17][C:16]3[CH:15]=[C:14]([C@H:19]4[CH2:28][CH2:27][C@@:21]5([NH:25]C(=O)[O:23][CH2:22]5)[CH2:20]4)[CH:13]=[CH:12][C:11]=3[CH2:10]2)=[CH:5][CH:4]=1)[CH3:2].O.[OH-].[Li+]. Product: [NH2:25][C@:21]1([CH2:22][OH:23])[CH2:27][CH2:28][C@H:19]([C:14]2[CH:13]=[CH:12][C:11]3[CH2:10][C@H:9]([O:8][CH2:7][C:6]4[CH:5]=[CH:4][C:3]([CH2:1][CH3:2])=[CH:30][CH:29]=4)[CH2:18][CH2:17][C:16]=3[CH:15]=2)[CH2:20]1. The catalyst class is: 38. (7) Reactant: [NH2:1][C@H:2]([C:6]1[CH:11]=[CH:10][CH:9]=[CH:8][CH:7]=1)[C:3]([OH:5])=[O:4].Br[CH2:13][CH2:14][O:15][CH2:16][CH2:17]Br.C(=O)([O-])[O-].[Na+].[Na+]. Product: [O:15]1[CH2:16][CH2:17][N:1]([C@H:2]([C:6]2[CH:11]=[CH:10][CH:9]=[CH:8][CH:7]=2)[C:3]([OH:5])=[O:4])[CH2:13][CH2:14]1. The catalyst class is: 8. (8) Reactant: [Br:1][C:2]1[C:17]([OH:18])=[CH:16][C:5]2[CH2:6][CH2:7][N:8]([C:11]([O:13][CH2:14][CH3:15])=[O:12])[CH2:9][CH2:10][C:4]=2[CH:3]=1.[H-].[Na+].[CH3:21][C@@H:22]1[CH2:26]OS[N:23]1C(OC(C)(C)C)=O.Cl. Product: [NH2:23][C@H:22]([CH3:26])[CH2:21][O:18][C:17]1[C:2]([Br:1])=[CH:3][C:4]2[CH2:10][CH2:9][N:8]([C:11]([O:13][CH2:14][CH3:15])=[O:12])[CH2:7][CH2:6][C:5]=2[CH:16]=1. The catalyst class is: 18. (9) Reactant: [CH3:1][C@H:2]1[CH2:6][CH2:5][CH2:4][N:3]1[C:7]([C:9]1[N:17]2[C:12]([CH2:13][O:14][CH2:15][CH2:16]2)=[C:11]([C:18]([OH:20])=O)[CH:10]=1)=[O:8].ON1C2C=CC=CC=2N=N1.Cl.C(N=C=NCCCN(C)C)C.[C:43]1([C@H:49]([NH2:52])[CH2:50][CH3:51])[CH:48]=[CH:47][CH:46]=[CH:45][CH:44]=1. Product: [C:43]1([C@H:49]([NH:52][C:18]([C:11]2[CH:10]=[C:9]([C:7]([N:3]3[CH2:4][CH2:5][CH2:6][C@@H:2]3[CH3:1])=[O:8])[N:17]3[CH2:16][CH2:15][O:14][CH2:13][C:12]=23)=[O:20])[CH2:50][CH3:51])[CH:48]=[CH:47][CH:46]=[CH:45][CH:44]=1. The catalyst class is: 35. (10) Reactant: C(OC(=O)[NH:7][CH2:8][C:9]([NH:11][C@H:12]([B:17]1[O:21][C@@H:20]2[CH2:22][C@@H:23]3[CH2:26][C@H:25]([C@:19]2([CH3:29])[O:18]1)[C:24]3([CH3:28])[CH3:27])[CH2:13][CH:14]([CH3:16])[CH3:15])=[O:10])(C)(C)C.Cl. Product: [NH2:7][CH2:8][C:9]([NH:11][C@H:12]([B:17]1[O:21][C@@H:20]2[CH2:22][C@@H:23]3[CH2:26][C@H:25]([C@:19]2([CH3:29])[O:18]1)[C:24]3([CH3:27])[CH3:28])[CH2:13][CH:14]([CH3:16])[CH3:15])=[O:10]. The catalyst class is: 135.